From a dataset of Reaction yield outcomes from USPTO patents with 853,638 reactions. Predict the reaction yield, written as a fraction of the theoretical maximum amount of product (1.0 means a 100% yield; for example, 0.34 means a 34% yield). (1) The reactants are [N+:1]([C:4]1[CH:9]=[CH:8][C:7]([C@H:10]2[CH2:14][CH2:13][C@H:12]([C:15]3[CH:20]=[CH:19][C:18]([N+:21]([O-])=O)=[CH:17][CH:16]=3)[N:11]2[C:24]2[CH:29]=[CH:28][C:27]([N:30]3[CH2:35][CH2:34][O:33][CH2:32][CH2:31]3)=[CH:26][CH:25]=2)=[CH:6][CH:5]=1)([O-])=O.[H][H]. The catalyst is O1CCCC1.[Ni]. The product is [O:33]1[CH2:34][CH2:35][N:30]([C:27]2[CH:28]=[CH:29][C:24]([N:11]3[C@@H:12]([C:15]4[CH:20]=[CH:19][C:18]([NH2:21])=[CH:17][CH:16]=4)[CH2:13][CH2:14][C@@H:10]3[C:7]3[CH:6]=[CH:5][C:4]([NH2:1])=[CH:9][CH:8]=3)=[CH:25][CH:26]=2)[CH2:31][CH2:32]1. The yield is 0.440. (2) The reactants are [Cl:1][C:2]1[N:3]([C@@H:16]2[O:30][C@H:29]([CH2:31][O:32]C(C3C=CC(C)=CC=3)=O)[C@@H:18]([O:19]C(C3C=CC(C)=CC=3)=O)[CH2:17]2)[C:4]2[C:9]([C:10]=1[C:11](=[O:13])[CH3:12])=[CH:8][C:7]([Cl:14])=[C:6]([Cl:15])[CH:5]=2.C[O-].[Na+]. The catalyst is CO. The product is [Cl:1][C:2]1[N:3]([C@@H:16]2[O:30][C@H:29]([CH2:31][OH:32])[C@@H:18]([OH:19])[CH2:17]2)[C:4]2[C:9]([C:10]=1[C:11](=[O:13])[CH3:12])=[CH:8][C:7]([Cl:14])=[C:6]([Cl:15])[CH:5]=2. The yield is 0.740.